The task is: Regression. Given a peptide amino acid sequence and an MHC pseudo amino acid sequence, predict their binding affinity value. This is MHC class I binding data.. This data is from Peptide-MHC class I binding affinity with 185,985 pairs from IEDB/IMGT. (1) The peptide sequence is NIYETEFFM. The MHC is HLA-A02:03 with pseudo-sequence HLA-A02:03. The binding affinity (normalized) is 0.0847. (2) The peptide sequence is GIRYPKTFGW. The MHC is Mamu-B52 with pseudo-sequence Mamu-B52. The binding affinity (normalized) is 0.385. (3) The peptide sequence is ATIGTAMYK. The MHC is HLA-B45:01 with pseudo-sequence HLA-B45:01. The binding affinity (normalized) is 0. (4) The peptide sequence is IAAGRIGLGI. The MHC is H-2-Kb with pseudo-sequence H-2-Kb. The binding affinity (normalized) is 0.144.